From a dataset of Reaction yield outcomes from USPTO patents with 853,638 reactions. Predict the reaction yield, written as a fraction of the theoretical maximum amount of product (1.0 means a 100% yield; for example, 0.34 means a 34% yield). The reactants are [Br:1][C:2]1[CH:12]=[C:11]([C:13]([NH2:15])=[O:14])[C:10]([NH:16][CH2:17][CH:18]([CH3:20])[CH3:19])=[CH:9][C:3]=1[C:4]([O:6]CC)=[O:5].[OH-].[Na+]. The catalyst is CO. The product is [NH2:15][C:13]([C:11]1[C:10]([NH:16][CH2:17][CH:18]([CH3:19])[CH3:20])=[CH:9][C:3]([C:4]([OH:6])=[O:5])=[C:2]([Br:1])[CH:12]=1)=[O:14]. The yield is 0.871.